From a dataset of Full USPTO retrosynthesis dataset with 1.9M reactions from patents (1976-2016). Predict the reactants needed to synthesize the given product. (1) Given the product [Cl:1][C:2]1[CH:26]=[CH:25][C:5]([C:6]2[N:8]3[C:20]([CH2:19][C:18]4[C:17]5[CH:16]=[CH:15][CH:14]=[CH:13][C:12]=5[N:11]([CH3:24])[C:10]=4[CH2:9]3)=[C:31]([C:29]([O:28][CH3:27])=[O:30])[C:32]=2[C:33]([O:35][CH3:36])=[O:34])=[CH:4][CH:3]=1, predict the reactants needed to synthesize it. The reactants are: [Cl:1][C:2]1[CH:26]=[CH:25][C:5]([C:6]([N:8]2[CH:20](C(O)=O)[CH2:19][C:18]3[C:17]4[C:12](=[CH:13][CH:14]=[CH:15][CH:16]=4)[N:11]([CH3:24])[C:10]=3[CH2:9]2)=O)=[CH:4][CH:3]=1.[CH3:27][O:28][C:29]([C:31]#[C:32][C:33]([O:35][CH3:36])=[O:34])=[O:30]. (2) Given the product [ClH:31].[NH2:8][C@@H:9]([CH2:20][C:21]1[CH:30]=[CH:29][C:28]2[C:23](=[CH:24][CH:25]=[CH:26][CH:27]=2)[CH:22]=1)[C:10]([NH:12][CH2:13][C:14]1[CH:15]=[CH:16][CH:17]=[CH:18][CH:19]=1)=[O:11], predict the reactants needed to synthesize it. The reactants are: C(OC([NH:8][C@@H:9]([CH2:20][C:21]1[CH:30]=[CH:29][C:28]2[C:23](=[CH:24][CH:25]=[CH:26][CH:27]=2)[CH:22]=1)[C:10]([NH:12][CH2:13][C:14]1[CH:19]=[CH:18][CH:17]=[CH:16][CH:15]=1)=[O:11])=O)(C)(C)C.[ClH:31]. (3) Given the product [CH:1]12[CH:9]([C:10]3[CH:23]=[CH:22][C:13]([O:14][CH2:15][C@H:16]4[O:20][C:19]5=[N:21][C:27](=[O:26])[CH:28]=[C:29]([CH:30]6[CH2:32][CH2:31]6)[N:18]5[CH2:17]4)=[CH:12][CH:11]=3)[CH:5]([CH2:4][CH2:3][CH2:2]1)[CH2:6][CH2:7][CH2:8]2, predict the reactants needed to synthesize it. The reactants are: [CH:1]12[CH:9]([C:10]3[CH:23]=[CH:22][C:13]([O:14][CH2:15][C@H:16]4[O:20][C:19]([NH2:21])=[N:18][CH2:17]4)=[CH:12][CH:11]=3)[CH:5]([CH2:6][CH2:7][CH2:8]1)[CH2:4][CH2:3][CH2:2]2.C([O:26][C:27](=O)[C:28]#[C:29][CH:30]1[CH2:32][CH2:31]1)C. (4) Given the product [C:6]([C:10]1[CH:36]=[CH:35][C:13]([NH:14][C:15]2[CH:34]=[CH:33][C:18]([O:19][C:20]3[C:29]4[C:24](=[CH:25][C:26]([O:32][CH2:45][CH2:46][N:47]5[CH2:52][CH2:51][O:50][CH2:49][CH2:48]5)=[C:27]([O:30][CH3:31])[CH:28]=4)[N:23]=[CH:22][CH:21]=3)=[CH:17][CH:16]=2)=[CH:12][CH:11]=1)([CH3:9])([CH3:7])[CH3:8], predict the reactants needed to synthesize it. The reactants are: CN(C)C=O.[C:6]([C:10]1[CH:36]=[CH:35][C:13]([NH:14][C:15]2[CH:34]=[CH:33][C:18]([O:19][C:20]3[C:29]4[C:24](=[CH:25][C:26]([OH:32])=[C:27]([O:30][CH3:31])[CH:28]=4)[N:23]=[CH:22][CH:21]=3)=[CH:17][CH:16]=2)=[CH:12][CH:11]=1)([CH3:9])([CH3:8])[CH3:7].C(=O)([O-])[O-].[K+].[K+].Cl.Cl[CH2:45][CH2:46][N:47]1[CH2:52][CH2:51][O:50][CH2:49][CH2:48]1. (5) Given the product [CH3:15][C:16]1[N:22]([CH:23]2[CH2:28][CH2:27][C:26](=[O:29])[NH:25][C:24]2=[O:30])[C:4](=[O:6])[C:3]2[C:2](=[C:10]([CH3:11])[CH:9]=[CH:8][CH:7]=2)[N:1]=1, predict the reactants needed to synthesize it. The reactants are: [NH2:1][C:2]1[C:10]([CH3:11])=[CH:9][CH:8]=[CH:7][C:3]=1[C:4]([OH:6])=O.N1[CH:16]=[CH:15]N=C1.C(Cl)(=O)C.Cl.[NH2:22][CH:23]1[CH2:28][CH2:27][C:26](=[O:29])[NH:25][C:24]1=[O:30].P(OC1C=CC=CC=1)(OC1C=CC=CC=1)OC1C=CC=CC=1. (6) The reactants are: [Br:1][C:2]1[CH:3]=[C:4]([C:7](=[O:9])[CH3:8])[NH:5][CH:6]=1.[H-].[Na+].Cl[CH2:13][C:14](=[O:16])[CH3:15]. Given the product [C:7]([C:4]1[N:5]([CH2:13][C:14](=[O:16])[CH3:15])[CH:6]=[C:2]([Br:1])[CH:3]=1)(=[O:9])[CH3:8], predict the reactants needed to synthesize it. (7) Given the product [F:21][C:10]1[C:11]([CH2:12][N:13]2[CH2:17][CH2:16][CH2:15][CH2:14]2)=[CH:18][CH:19]=[CH:20][C:9]=1[OH:8], predict the reactants needed to synthesize it. The reactants are: [Si]([O:8][C:9]1[C:10]([F:21])=[C:11]([CH:18]=[CH:19][CH:20]=1)[CH2:12][N:13]1[CH2:17][CH2:16][CH2:15][CH2:14]1)(C(C)(C)C)(C)C.[F-].[K+].